From a dataset of Catalyst prediction with 721,799 reactions and 888 catalyst types from USPTO. Predict which catalyst facilitates the given reaction. (1) Reactant: CC(C)([O-])C.[K+].[Cl:7][C:8]1[CH:13]=[C:12]([CH2:14][CH3:15])[C:11]([CH2:16][C:17]([N:19]([CH3:28])[N:20]=[C:21]([CH3:27])[C:22]([O:24]CC)=O)=[O:18])=[C:10]([CH2:29][CH3:30])[CH:9]=1. Product: [Cl:7][C:8]1[CH:9]=[C:10]([CH2:29][CH3:30])[C:11]([C:16]2[C:17](=[O:18])[N:19]([CH3:28])[N:20]=[C:21]([CH3:27])[C:22]=2[OH:24])=[C:12]([CH2:14][CH3:15])[CH:13]=1. The catalyst class is: 207. (2) The catalyst class is: 11. Reactant: [C:1]([O:5][C:6](=[O:39])[CH2:7][CH2:8][C:9]1[CH:14]=[CH:13][C:12]([O:15][CH2:16][CH2:17][C:18]2[N:19]=[C:20]([C:24]3[CH:29]=[CH:28][C:27]([OH:30])=[CH:26][CH:25]=3)[O:21][C:22]=2[CH3:23])=[CH:11][C:10]=1[CH2:31][NH:32][C:33]([O:35][CH:36]([CH3:38])[CH3:37])=[O:34])([CH3:4])([CH3:3])[CH3:2].[O:40]1[CH2:45][CH2:44][CH:43](O)[CH2:42][CH2:41]1.C1(P(C2C=CC=CC=2)C2C=CC=CC=2)C=CC=CC=1.CC(OC(/N=N/C(OC(C)C)=O)=O)C. Product: [C:1]([O:5][C:6](=[O:39])[CH2:7][CH2:8][C:9]1[CH:14]=[CH:13][C:12]([O:15][CH2:16][CH2:17][C:18]2[N:19]=[C:20]([C:24]3[CH:25]=[CH:26][C:27]([O:30][CH:43]4[CH2:44][CH2:45][O:40][CH2:41][CH2:42]4)=[CH:28][CH:29]=3)[O:21][C:22]=2[CH3:23])=[CH:11][C:10]=1[CH2:31][NH:32][C:33]([O:35][CH:36]([CH3:37])[CH3:38])=[O:34])([CH3:4])([CH3:3])[CH3:2]. (3) Reactant: [Na+].[Br:2][C:3]1[CH:4]=[C:5]([CH:30]=[CH:31][CH:32]=1)[CH2:6][N:7]1[C:11]2[CH:12]=[CH:13][CH:14]=[CH:15][C:10]=2[N:9]([CH2:16][CH2:17][CH2:18][O:19][C:20]2[CH:21]=[C:22]([CH:26]=[CH:27][CH:28]=2)[C:23]([O-:25])=[O:24])[C:8]1=[NH:29].C([O-])([O-])=O.[Na+].[Na+].[C:39](O[C:39]([O:41][C:42]([CH3:45])([CH3:44])[CH3:43])=[O:40])([O:41][C:42]([CH3:45])([CH3:44])[CH3:43])=[O:40]. Product: [Br:2][C:3]1[CH:4]=[C:5]([CH:30]=[CH:31][CH:32]=1)[CH2:6][N:7]1[C:11]2[CH:12]=[CH:13][CH:14]=[CH:15][C:10]=2[N:9]([CH2:16][CH2:17][CH2:18][O:19][C:20]2[CH:21]=[C:22]([CH:26]=[CH:27][CH:28]=2)[C:23]([OH:25])=[O:24])[C:8]1=[N:29][C:39]([O:41][C:42]([CH3:45])([CH3:44])[CH3:43])=[O:40]. The catalyst class is: 38. (4) Product: [Cl:7][C:8]1[CH:9]=[C:10](/[CH:11]=[CH:34]/[CH:36]2[N:41]3[CH2:42][CH2:43][N:44]([C:46]([O:48][C:49]([CH3:50])([CH3:52])[CH3:51])=[O:47])[CH2:45][C@@H:40]3[CH2:39][CH2:38][CH2:37]2)[CH:31]=[CH:32][CH:33]=1. The catalyst class is: 1. Reactant: [Li]CCCC.[Br-].[Cl:7][C:8]1[CH:9]=[C:10]([CH:31]=[CH:32][CH:33]=1)[CH2:11][P+](C1C=CC=CC=1)(C1C=CC=CC=1)C1C=CC=CC=1.[CH:34]([CH:36]1[N:41]2[CH2:42][CH2:43][N:44]([C:46]([O:48][C:49]([CH3:52])([CH3:51])[CH3:50])=[O:47])[CH2:45][C@@H:40]2[CH2:39][CH2:38][CH2:37]1)=O.